From a dataset of Reaction yield outcomes from USPTO patents with 853,638 reactions. Predict the reaction yield, written as a fraction of the theoretical maximum amount of product (1.0 means a 100% yield; for example, 0.34 means a 34% yield). (1) The reactants are Cl.O1CCOCC1.C(OC(=O)[NH:14][CH:15]1[CH2:20][CH2:19][CH:18]([N:21]2[C:26](=[O:27])[C:25]3[CH:28]=[C:29]([CH3:32])[CH:30]=[N:31][C:24]=3[N:23]([CH:33]3[CH2:38][CH2:37][S:36][CH2:35][CH2:34]3)[C:22]2=[O:39])[CH2:17][CH2:16]1)(C)(C)C. No catalyst specified. The product is [NH2:14][C@@H:15]1[CH2:20][CH2:19][C@H:18]([N:21]2[C:26](=[O:27])[C:25]3[CH:28]=[C:29]([CH3:32])[CH:30]=[N:31][C:24]=3[N:23]([CH:33]3[CH2:34][CH2:35][S:36][CH2:37][CH2:38]3)[C:22]2=[O:39])[CH2:17][CH2:16]1. The yield is 0.920. (2) The reactants are [CH:1]([C:4]1[CH:9]=[C:8]([O:10][CH3:11])[CH:7]=[CH:6][C:5]=1[OH:12])([CH3:3])[CH3:2].[C:13]1([CH3:23])[CH:18]=[CH:17][C:16]([S:19](Cl)(=[O:21])=[O:20])=[CH:15][CH:14]=1.O. The catalyst is C(Cl)Cl. The product is [CH:1]([C:4]1[CH:9]=[C:8]([O:10][CH3:11])[CH:7]=[CH:6][C:5]=1[O:12][S:19]([C:16]1[CH:17]=[CH:18][C:13]([CH3:23])=[CH:14][CH:15]=1)(=[O:21])=[O:20])([CH3:3])[CH3:2]. The yield is 0.740.